Dataset: Forward reaction prediction with 1.9M reactions from USPTO patents (1976-2016). Task: Predict the product of the given reaction. (1) Given the reactants [NH:1]1[CH2:6][CH2:5][CH:4]([NH:7][C:8](=[O:14])[O:9][C:10]([CH3:13])([CH3:12])[CH3:11])[CH2:3][CH2:2]1.[Cl:15][C:16]1[CH:17]=[C:18]([CH:23]=[C:24](Cl)[N:25]=1)[C:19]([O:21][CH3:22])=[O:20].O.[Na+].[Cl-], predict the reaction product. The product is: [C:10]([O:9][C:8]([NH:7][CH:4]1[CH2:3][CH2:2][N:1]([C:24]2[CH:23]=[C:18]([CH:17]=[C:16]([Cl:15])[N:25]=2)[C:19]([O:21][CH3:22])=[O:20])[CH2:6][CH2:5]1)=[O:14])([CH3:11])([CH3:13])[CH3:12]. (2) Given the reactants Br[C:2]1[CH:7]=[CH:6][N:5]=[C:4]2[N:8]([S:12]([C:15]3[CH:20]=[CH:19][CH:18]=[CH:17][CH:16]=3)(=[O:14])=[O:13])[C:9]([CH3:11])=[CH:10][C:3]=12.B1(B2OC(C)(C)C(C)(C)O2)OC(C)(C)C(C)(C)O1.C([O-])(=O)C.[K+].Br[C:45]1[CH:50]=[CH:49][C:48]([S:51]([NH:54][CH:55]2[CH2:60][CH2:59][S:58](=[O:62])(=[O:61])[CH2:57][CH2:56]2)(=[O:53])=[O:52])=[CH:47][CH:46]=1, predict the reaction product. The product is: [O:62]=[S:58]1(=[O:61])[CH2:57][CH2:56][CH:55]([NH:54][S:51]([C:48]2[CH:47]=[CH:46][C:45]([C:2]3[CH:7]=[CH:6][N:5]=[C:4]4[N:8]([S:12]([C:15]5[CH:20]=[CH:19][CH:18]=[CH:17][CH:16]=5)(=[O:14])=[O:13])[C:9]([CH3:11])=[CH:10][C:3]=34)=[CH:50][CH:49]=2)(=[O:53])=[O:52])[CH2:60][CH2:59]1. (3) The product is: [CH:1]1([CH:4]2[C:8]3[C:7](=[N:35][NH:27][CH:29]=3)[C@H:6]([CH:10]3[CH2:12][CH2:11]3)[N:5]2[S:13]([C:16]2[CH:21]=[CH:20][C:19]([C:22]([F:25])([F:24])[F:23])=[CH:18][CH:17]=2)(=[O:15])=[O:14])[CH2:3][CH2:2]1. Given the reactants [CH:1]1([C@H:4]2[C:8](=O)[CH2:7][CH:6]([CH:10]3[CH2:12][CH2:11]3)[N:5]2[S:13]([C:16]2[CH:21]=[CH:20][C:19]([C:22]([F:25])([F:24])[F:23])=[CH:18][CH:17]=2)(=[O:15])=[O:14])[CH2:3][CH2:2]1.C[N:27]([CH:29](OC)OC)C.O.[NH2:35]N, predict the reaction product. (4) Given the reactants [CH2:1]([O:8][C:9]1[CH:10]=[CH:11][C:12]([CH2:15][C:16]#N)=[N:13][CH:14]=1)[C:2]1[CH:7]=[CH:6][CH:5]=[CH:4][CH:3]=1.[OH-:18].[Na+].C[OH:21], predict the reaction product. The product is: [CH2:1]([O:8][C:9]1[CH:10]=[CH:11][C:12]([CH2:15][C:16]([OH:21])=[O:18])=[N:13][CH:14]=1)[C:2]1[CH:7]=[CH:6][CH:5]=[CH:4][CH:3]=1. (5) Given the reactants [C:1]([C:3]1[CH:4]=[C:5]([CH:9]2[C:13]3[NH:14][C:15]([C:17]([O:19]C)=[O:18])=[CH:16][C:12]=3[CH2:11][CH2:10]2)[CH:6]=[CH:7][CH:8]=1)#[N:2].[OH-].[Li+].CO, predict the reaction product. The product is: [C:1]([C:3]1[CH:4]=[C:5]([CH:9]2[C:13]3[NH:14][C:15]([C:17]([OH:19])=[O:18])=[CH:16][C:12]=3[CH2:11][CH2:10]2)[CH:6]=[CH:7][CH:8]=1)#[N:2]. (6) Given the reactants [C:1]([C:3]1[CH:4]=[C:5]([S:26]([N:29](CC2C=CC(OC)=CC=2OC)[C:30]2[S:34][N:33]=[CH:32][N:31]=2)(=[O:28])=[O:27])[CH:6]=[CH:7][C:8]=1[O:9][C:10]1[CH:15]=[CH:14][C:13]([C:16]([F:19])([F:18])[F:17])=[CH:12][C:11]=1[C:20]1[CH:25]=[CH:24][N:23]=[N:22][CH:21]=1)#[N:2].FC(F)(F)C(O)=O, predict the reaction product. The product is: [C:1]([C:3]1[CH:4]=[C:5]([S:26]([NH:29][C:30]2[S:34][N:33]=[CH:32][N:31]=2)(=[O:27])=[O:28])[CH:6]=[CH:7][C:8]=1[O:9][C:10]1[CH:15]=[CH:14][C:13]([C:16]([F:19])([F:17])[F:18])=[CH:12][C:11]=1[C:20]1[CH:25]=[CH:24][N:23]=[N:22][CH:21]=1)#[N:2].